This data is from Peptide-MHC class II binding affinity with 134,281 pairs from IEDB. The task is: Regression. Given a peptide amino acid sequence and an MHC pseudo amino acid sequence, predict their binding affinity value. This is MHC class II binding data. (1) The peptide sequence is ALPTVEVVAAAADEV. The MHC is DRB1_0802 with pseudo-sequence DRB1_0802. The binding affinity (normalized) is 0.432. (2) The peptide sequence is NFKADRVIDPRRCLK. The MHC is DRB1_0901 with pseudo-sequence DRB1_0901. The binding affinity (normalized) is 0.123. (3) The peptide sequence is NVTENFNMWKNNMVEQMH. The MHC is DRB1_1201 with pseudo-sequence DRB1_1201. The binding affinity (normalized) is 0.175. (4) The peptide sequence is SVVGWPTVRERMRRA. The MHC is DRB1_1101 with pseudo-sequence DRB1_1101. The binding affinity (normalized) is 0.0423. (5) The peptide sequence is PGMAKIPAGELQIID. The MHC is HLA-DPA10201-DPB10101 with pseudo-sequence HLA-DPA10201-DPB10101. The binding affinity (normalized) is 0.220. (6) The peptide sequence is CGLNSVDSLEHEMWR. The MHC is HLA-DQA10501-DQB10402 with pseudo-sequence HLA-DQA10501-DQB10402. The binding affinity (normalized) is 0.320. (7) The peptide sequence is GELQCVDKIDAAFKI. The MHC is DRB1_0802 with pseudo-sequence DRB1_0802. The binding affinity (normalized) is 0.429.